This data is from Full USPTO retrosynthesis dataset with 1.9M reactions from patents (1976-2016). The task is: Predict the reactants needed to synthesize the given product. (1) Given the product [CH2:41]([O:40][C:39]([N:38]1[CH2:49][N:13]([C:10]2[CH:11]=[CH:12][C:7]([O:6][C:5]3[CH:28]=[CH:29][C:30]([C:32]([F:35])([F:33])[F:34])=[CH:31][C:4]=3[Cl:3])=[CH:8][C:9]=2[F:27])[C:14](=[O:15])[N:16]([C:17](=[O:26])[C:18]2[C:23]([F:24])=[CH:22][CH:21]=[CH:20][C:19]=2[F:25])[CH2:37]1)=[O:48])[C:42]1[CH:47]=[CH:46][CH:45]=[CH:44][CH:43]=1, predict the reactants needed to synthesize it. The reactants are: [H-].[Na+].[Cl:3][C:4]1[CH:31]=[C:30]([C:32]([F:35])([F:34])[F:33])[CH:29]=[CH:28][C:5]=1[O:6][C:7]1[CH:12]=[CH:11][C:10]([NH:13][C:14]([NH:16][C:17](=[O:26])[C:18]2[C:23]([F:24])=[CH:22][CH:21]=[CH:20][C:19]=2[F:25])=[O:15])=[C:9]([F:27])[CH:8]=1.Cl[CH2:37][N:38]([CH2:49]Cl)[C:39](=[O:48])[O:40][CH2:41][C:42]1[CH:47]=[CH:46][CH:45]=[CH:44][CH:43]=1.O. (2) Given the product [Cl:1][C:2]1[CH:3]=[C:4]([C:14](=[CH2:15])[C:16]([F:19])([F:18])[F:17])[CH:5]=[C:6]([Cl:9])[C:7]=1[Cl:8], predict the reactants needed to synthesize it. The reactants are: [Cl:1][C:2]1[CH:3]=[C:4](B(O)O)[CH:5]=[C:6]([Cl:9])[C:7]=1[Cl:8].Br[C:14]([C:16]([F:19])([F:18])[F:17])=[CH2:15]. (3) Given the product [CH3:58][O:57][C:51]1[CH:52]=[C:53]([O:55][CH3:56])[CH:54]=[C:10]([O:9][CH3:8])[C:11]=1/[CH:12]=[CH:13]/[CH:14]([S:24]([CH:27](/[CH:37]=[CH:38]/[C:39]1[C:40]([O:49][CH3:50])=[CH:41][C:42]([O:47][CH3:48])=[CH:43][C:44]=1[O:45][CH3:46])[C:28]1[CH:33]=[CH:32][C:31]([O:34][CH3:35])=[C:30]([NH:36][C:5](=[O:6])[CH2:4][N:2]([CH3:3])[CH3:1])[CH:29]=1)(=[O:26])=[O:25])[C:15]1[CH:20]=[CH:19][C:18]([O:21][CH3:22])=[C:17]([NH:23][C:5](=[O:6])[CH2:4][N:2]([CH3:3])[CH3:1])[CH:16]=1, predict the reactants needed to synthesize it. The reactants are: [CH3:1][N:2]([CH2:4][C:5](Cl)=[O:6])[CH3:3].[CH3:8][O:9][C:10]1[CH:54]=[C:53]([O:55][CH3:56])[CH:52]=[C:51]([O:57][CH3:58])[C:11]=1[CH:12]=[CH:13][CH:14]([S:24]([CH:27]([CH:37]=[CH:38][C:39]1[C:44]([O:45][CH3:46])=[CH:43][C:42]([O:47][CH3:48])=[CH:41][C:40]=1[O:49][CH3:50])[C:28]1[CH:33]=[CH:32][C:31]([O:34][CH3:35])=[C:30]([NH2:36])[CH:29]=1)(=[O:26])=[O:25])[C:15]1[CH:20]=[CH:19][C:18]([O:21][CH3:22])=[C:17]([NH2:23])[CH:16]=1. (4) Given the product [Br:1][C:2]1[CH:3]=[C:4]2[C:12](=[CH:13][CH:14]=1)[NH:11][C:10]1[CH:9]([NH:15][S:17]([CH3:16])(=[O:19])=[O:18])[CH2:8][CH2:7][CH2:6][C:5]2=1, predict the reactants needed to synthesize it. The reactants are: [Br:1][C:2]1[CH:3]=[C:4]2[C:12](=[CH:13][CH:14]=1)[NH:11][C:10]1[CH:9]([NH2:15])[CH2:8][CH2:7][CH2:6][C:5]2=1.[CH3:16][S:17](Cl)(=[O:19])=[O:18]. (5) Given the product [C:6]([O:10][C:11]([N:13]1[CH2:25][C@@H:24]([CH3:26])[N:23]2[C@H:15]([CH2:16][C:17]3[C:22]2=[N:21][C:20]([S:30][CH2:28][CH3:29])=[CH:19][CH:18]=3)[CH2:14]1)=[O:12])([CH3:9])([CH3:8])[CH3:7], predict the reactants needed to synthesize it. The reactants are: C([Li])CCC.[C:6]([O:10][C:11]([N:13]1[CH2:25][C@@H:24]([CH3:26])[N:23]2[C@H:15]([CH2:16][C:17]3[C:22]2=[N:21][C:20](Br)=[CH:19][CH:18]=3)[CH2:14]1)=[O:12])([CH3:9])([CH3:8])[CH3:7].[CH2:28]([S:30]SCC)[CH3:29].C([O-])(=O)C.[NH4+]. (6) Given the product [CH3:17][N:18]([CH2:19][CH:20]1[CH2:24][CH2:23][CH2:22][O:21]1)[C:2]1[CH:7]=[CH:6][C:5]([B:8]2[O:12][C:11]([CH3:14])([CH3:13])[C:10]([CH3:16])([CH3:15])[O:9]2)=[CH:4][N:3]=1, predict the reactants needed to synthesize it. The reactants are: Cl[C:2]1[CH:7]=[CH:6][C:5]([B:8]2[O:12][C:11]([CH3:14])([CH3:13])[C:10]([CH3:16])([CH3:15])[O:9]2)=[CH:4][N:3]=1.[CH3:17][NH:18][CH2:19][CH:20]1[CH2:24][CH2:23][CH2:22][O:21]1.C(N(CC)CC)C. (7) Given the product [NH2:7][CH2:8][CH2:9][CH2:10][CH2:11][C:12]1[N:13]([CH:14]([CH3:16])[CH3:15])[C:17]2[CH:22]=[C:21]([C:23]#[N:24])[CH:20]=[CH:19][C:18]=2[N:25]=1, predict the reactants needed to synthesize it. The reactants are: C(OC(=O)[NH:7][CH2:8][CH2:9][CH2:10][CH2:11][C:12](=O)[N:13]([C:17]1[CH:22]=[C:21]([C:23]#[N:24])[CH:20]=[CH:19][C:18]=1[NH2:25])[CH:14]([CH3:16])[CH3:15])(C)(C)C.Cl.O1CCOCC1. (8) The reactants are: [Cl:1][C:2]1[CH:8]=[CH:7][CH:6]=[CH:5][C:3]=1[NH2:4].[Cl:9][CH2:10][C:11](Cl)=[O:12].C(N(CC)C(C)C)(C)C. Given the product [Cl:9][CH2:10][C:11]([NH:4][C:3]1[CH:5]=[CH:6][CH:7]=[CH:8][C:2]=1[Cl:1])=[O:12], predict the reactants needed to synthesize it. (9) The reactants are: [C:1]([O:4][CH2:5]/[CH:6]=[CH:7]/[C:8]1[C:9]([NH:20][C:21]2[CH:25]=[C:24]([CH:26]3[CH2:28][CH2:27]3)[N:23](C(=O)C)[N:22]=2)=[N:10][C:11]([C:14]2[CH:19]=[CH:18][CH:17]=[CH:16][CH:15]=2)=[N:12][CH:13]=1)(=[O:3])[CH3:2].C([O-])(O)=O.[Na+]. Given the product [C:1]([O:4][CH2:5]/[CH:6]=[CH:7]/[C:8]1[C:9]([NH:20][C:21]2[CH:25]=[C:24]([CH:26]3[CH2:28][CH2:27]3)[NH:23][N:22]=2)=[N:10][C:11]([C:14]2[CH:19]=[CH:18][CH:17]=[CH:16][CH:15]=2)=[N:12][CH:13]=1)(=[O:3])[CH3:2], predict the reactants needed to synthesize it.